This data is from Peptide-MHC class II binding affinity with 134,281 pairs from IEDB. The task is: Regression. Given a peptide amino acid sequence and an MHC pseudo amino acid sequence, predict their binding affinity value. This is MHC class II binding data. (1) The peptide sequence is TEDDFKNIAAAGLNHV. The MHC is DRB5_0101 with pseudo-sequence DRB5_0101. The binding affinity (normalized) is 0.781. (2) The peptide sequence is KKLAQAVMEMTYKNK. The MHC is DRB3_0301 with pseudo-sequence DRB3_0301. The binding affinity (normalized) is 0.487. (3) The peptide sequence is STGGAYESYKFIPALEAAVK. The MHC is DRB1_1101 with pseudo-sequence DRB1_1101. The binding affinity (normalized) is 0.865. (4) The peptide sequence is YDKFIANVSTVLTGK. The MHC is DRB1_1302 with pseudo-sequence DRB1_1302. The binding affinity (normalized) is 0.978.